The task is: Predict which catalyst facilitates the given reaction.. This data is from Catalyst prediction with 721,799 reactions and 888 catalyst types from USPTO. (1) Reactant: C(O)(C(F)(F)F)=O.[Cl:8][C:9]1[C:14]([NH:15][C:16]2[N:21]=[C:20]([N:22]([CH:32]3[CH2:34][CH2:33]3)CC3C=CC(OC)=CC=3)[C:19]3=[N:35][CH:36]=[C:37]([C:38]#[N:39])[N:18]3[N:17]=2)=[CH:13][C:12]([C:40]#[N:41])=[CH:11][C:10]=1[N:42]1[CH2:47][CH2:46][C@@H:45]([NH:48]C(=O)OC(C)(C)C)[C@H:44]([O:56][Si:57]([CH:64]([CH3:66])[CH3:65])([CH:61]([CH3:63])[CH3:62])[CH:58]([CH3:60])[CH3:59])[CH2:43]1.C1(OC)C=CC=CC=1. Product: [NH2:48][C@@H:45]1[CH2:46][CH2:47][N:42]([C:10]2[C:9]([Cl:8])=[C:14]([NH:15][C:16]3[N:21]=[C:20]([NH:22][CH:32]4[CH2:33][CH2:34]4)[C:19]4=[N:35][CH:36]=[C:37]([C:38]#[N:39])[N:18]4[N:17]=3)[CH:13]=[C:12]([C:40]#[N:41])[CH:11]=2)[CH2:43][C@H:44]1[O:56][Si:57]([CH:61]([CH3:63])[CH3:62])([CH:64]([CH3:66])[CH3:65])[CH:58]([CH3:59])[CH3:60]. The catalyst class is: 4. (2) Reactant: [CH:1]1(Cl)[CH2:5][CH2:4][CH2:3][CH2:2]1.[O:7]=[CH:8][C:9]1[CH:17]=[CH:16][C:13]([O:14][CH3:15])=[C:11]([OH:12])[CH:10]=1.C(=O)([O-])[O-].[K+].[K+]. Product: [CH:1]1([O:12][C:11]2[CH:10]=[C:9]([CH:17]=[CH:16][C:13]=2[O:14][CH3:15])[CH:8]=[O:7])[CH2:5][CH2:4][CH2:3][CH2:2]1. The catalyst class is: 9. (3) Reactant: [CH3:1][Si](C=[N+]=[N-])(C)C.[CH:8]1([NH:11][C:12]2[C:20]([N+:21]([O-:23])=[O:22])=[CH:19][CH:18]=[C:17]([F:24])[C:13]=2[C:14]([OH:16])=[O:15])[CH2:10][CH2:9]1. Product: [CH3:1][O:15][C:14](=[O:16])[C:13]1[C:17]([F:24])=[CH:18][CH:19]=[C:20]([N+:21]([O-:23])=[O:22])[C:12]=1[NH:11][CH:8]1[CH2:9][CH2:10]1. The catalyst class is: 100. (4) Reactant: [C:1](OC(=O)C)(=[O:3])[CH3:2].[CH2:8]([C@@H:10]1[NH:15][CH2:14][CH2:13][N:12]([C:16]2[N:17]([CH2:38][C:39]([F:42])([F:41])[F:40])[C:18]3[C:23]([N:24]=2)=[C:22]([N:25]2[CH2:30][CH2:29][O:28][CH2:27][CH2:26]2)[N:21]=[C:20]([C:31]2[CH:32]=[N:33][C:34]([NH2:37])=[N:35][CH:36]=2)[N:19]=3)[CH2:11]1)[CH3:9].C(N(CC)CC)C. Product: [C:1]([N:15]1[CH2:14][CH2:13][N:12]([C:16]2[N:17]([CH2:38][C:39]([F:42])([F:41])[F:40])[C:18]3[C:23]([N:24]=2)=[C:22]([N:25]2[CH2:26][CH2:27][O:28][CH2:29][CH2:30]2)[N:21]=[C:20]([C:31]2[CH:36]=[N:35][C:34]([NH2:37])=[N:33][CH:32]=2)[N:19]=3)[CH2:11][C@@H:10]1[CH2:8][CH3:9])(=[O:3])[CH3:2]. The catalyst class is: 2. (5) Product: [CH2:4]([CH:6]1[CH2:15][CH:14]2[C:9](=[CH:10][C:11]([O:24][CH3:25])=[C:12]([OH:16])[CH2:13]2)[CH2:8][N:7]1[CH2:26][C:27]1[CH:28]=[C:29]([O:37][CH3:38])[C:30]([O:35][CH3:36])=[C:31]([O:33][CH3:34])[CH:32]=1)[CH3:5]. The catalyst class is: 123. Reactant: C(O)C.[CH2:4]([CH:6]1[CH2:15][CH:14]2[C:9](=[CH:10][C:11]([O:24][CH3:25])=[C:12]([O:16]CC3C=CC=CC=3)[CH2:13]2)[CH2:8][N:7]1[CH2:26][C:27]1[CH:32]=[C:31]([O:33][CH3:34])[C:30]([O:35][CH3:36])=[C:29]([O:37][CH3:38])[CH:28]=1)[CH3:5]. (6) Reactant: C(Cl)(=O)C(Cl)=O.CS(C)=O.[Si:11]([O:18][CH2:19][C@H:20]1[N:25]([C:26]([O:28][C:29]([CH3:32])([CH3:31])[CH3:30])=[O:27])[CH2:24][C@@H:23]([CH2:33][OH:34])[O:22][CH2:21]1)([C:14]([CH3:17])([CH3:16])[CH3:15])([CH3:13])[CH3:12].C(N(CC)CC)C. Product: [Si:11]([O:18][CH2:19][C@H:20]1[N:25]([C:26]([O:28][C:29]([CH3:32])([CH3:31])[CH3:30])=[O:27])[CH2:24][C@@H:23]([CH:33]=[O:34])[O:22][CH2:21]1)([C:14]([CH3:17])([CH3:15])[CH3:16])([CH3:13])[CH3:12]. The catalyst class is: 34. (7) Reactant: Cl[C:2]1[C:3]2[CH2:13][CH2:12][CH2:11][C:10]3[CH:14]=[CH:15][CH:16]=[CH:17][C:9]=3[C:4]=2[N:5]=[C:6]([NH2:8])[N:7]=1.[CH2:18]1[CH:26]2[CH:21]([CH2:22][N:23]([C:27]([O:29][C:30]([CH3:33])([CH3:32])[CH3:31])=[O:28])[CH2:24][CH2:25]2)[CH2:20][NH:19]1.COCCO.C(N(CC)C(C)C)(C)C. Product: [NH2:8][C:6]1[N:7]=[C:2]([N:19]2[CH2:18][CH:26]3[CH:21]([CH2:22][N:23]([C:27]([O:29][C:30]([CH3:33])([CH3:32])[CH3:31])=[O:28])[CH2:24][CH2:25]3)[CH2:20]2)[C:3]2[CH2:13][CH2:12][CH2:11][C:10]3[CH:14]=[CH:15][CH:16]=[CH:17][C:9]=3[C:4]=2[N:5]=1. The catalyst class is: 2. (8) Reactant: [NH2:1][C:2]1[CH:11]=[CH:10][CH:9]=[C:8]([Br:12])[C:3]=1[C:4]([NH:6][CH3:7])=[O:5].[CH:13](OC)(OC)OC.Cl.O1CCOCC1.C(=O)(O)[O-].[Na+]. Product: [Br:12][C:8]1[CH:9]=[CH:10][CH:11]=[C:2]2[C:3]=1[C:4](=[O:5])[N:6]([CH3:13])[CH:7]=[N:1]2. The catalyst class is: 37. (9) Reactant: [NH2:1][C:2]1[CH:7]=[N:6][CH:5]=[CH:4][N:3]=1.Cl[C:9]([O:11][C:12]1[CH:17]=[CH:16][CH:15]=[CH:14][CH:13]=1)=[O:10]. Product: [C:12]1([O:11][C:9](=[O:10])[NH:1][C:2]2[CH:7]=[N:6][CH:5]=[CH:4][N:3]=2)[CH:17]=[CH:16][CH:15]=[CH:14][CH:13]=1. The catalyst class is: 17. (10) Reactant: [C:1]([O:5][C:6](=[O:34])[NH:7][CH2:8][CH2:9][CH2:10][NH:11][CH:12]([C:16]1[C:25]([CH2:26][C:27]2[CH:32]=[CH:31][CH:30]=[CH:29][CH:28]=2)=[N:24][C:23]2[C:18](=[CH:19][C:20]([Cl:33])=[CH:21][CH:22]=2)[N:17]=1)[CH:13]1[CH2:15][CH2:14]1)([CH3:4])([CH3:3])[CH3:2].CCN(CC)CC.[C:42]1([CH3:51])[CH:47]=[CH:46][C:45]([C:48](Cl)=[O:49])=[CH:44][CH:43]=1. Product: [C:1]([O:5][C:6](=[O:34])[NH:7][CH2:8][CH2:9][CH2:10][N:11]([CH:12]([C:16]1[C:25]([CH2:26][C:27]2[CH:28]=[CH:29][CH:30]=[CH:31][CH:32]=2)=[N:24][C:23]2[C:18](=[CH:19][C:20]([Cl:33])=[CH:21][CH:22]=2)[N:17]=1)[CH:13]1[CH2:14][CH2:15]1)[C:48](=[O:49])[C:45]1[CH:46]=[CH:47][C:42]([CH3:51])=[CH:43][CH:44]=1)([CH3:4])([CH3:2])[CH3:3]. The catalyst class is: 2.